From a dataset of Forward reaction prediction with 1.9M reactions from USPTO patents (1976-2016). Predict the product of the given reaction. Given the reactants Br[C:2]1[CH:3]=[CH:4][C:5]([O:24][CH2:25][CH3:26])=[C:6]([CH:23]=1)[C:7]([NH:9][C@@H:10]([CH2:21][OH:22])[CH2:11][C:12]1[C:20]2[C:15](=[CH:16][CH:17]=[CH:18][CH:19]=2)[NH:14][CH:13]=1)=[O:8].[C:27]1(B(O)O)[CH:32]=[CH:31][CH:30]=[CH:29][CH:28]=1.C(=O)([O-])[O-].[Na+].[Na+].C(O)C, predict the reaction product. The product is: [OH:22][CH2:21][C@H:10]([NH:9][C:7]([C:6]1[CH:23]=[C:2]([C:27]2[CH:32]=[CH:31][CH:30]=[CH:29][CH:28]=2)[CH:3]=[CH:4][C:5]=1[O:24][CH2:25][CH3:26])=[O:8])[CH2:11][C:12]1[C:20]2[C:15](=[CH:16][CH:17]=[CH:18][CH:19]=2)[NH:14][CH:13]=1.